Dataset: Full USPTO retrosynthesis dataset with 1.9M reactions from patents (1976-2016). Task: Predict the reactants needed to synthesize the given product. (1) Given the product [N:13]1([CH2:1][C:3]2[S:4][CH:5]=[C:6]([C:8]([O:10][CH2:11][CH3:12])=[O:9])[N:7]=2)[CH2:18][CH2:17][O:16][CH2:15][CH2:14]1, predict the reactants needed to synthesize it. The reactants are: [CH:1]([C:3]1[S:4][CH:5]=[C:6]([C:8]([O:10][CH2:11][CH3:12])=[O:9])[N:7]=1)=O.[NH:13]1[CH2:18][CH2:17][O:16][CH2:15][CH2:14]1.C(O[BH-](OC(=O)C)OC(=O)C)(=O)C.[Na+].C(=O)(O)[O-].[Na+]. (2) Given the product [CH2:23]([O:25][C:2]1[CH:19]=[CH:18][C:5]([C:6]([CH:8]2[CH2:13][CH2:12][N:11]([CH2:14][C:15]([OH:17])=[O:16])[CH2:10][CH2:9]2)=[O:7])=[CH:4][CH:3]=1)[CH3:24], predict the reactants needed to synthesize it. The reactants are: F[C:2]1[CH:19]=[CH:18][C:5]([C:6]([CH:8]2[CH2:13][CH2:12][N:11]([CH2:14][C:15]([OH:17])=[O:16])[CH2:10][CH2:9]2)=[O:7])=[CH:4][CH:3]=1.[OH-].[Na+].Cl.[CH2:23]([OH:25])[CH3:24]. (3) Given the product [C:1]([O:5][C:6]([NH:8][CH2:9][C:10]1[CH:11]=[N:12][C:13]([CH2:16][Cl:26])=[CH:14][CH:15]=1)=[O:7])([CH3:4])([CH3:3])[CH3:2], predict the reactants needed to synthesize it. The reactants are: [C:1]([O:5][C:6]([NH:8][CH2:9][C:10]1[CH:11]=[N:12][C:13]([CH2:16]O)=[CH:14][CH:15]=1)=[O:7])([CH3:4])([CH3:3])[CH3:2].C(N(CC)CC)C.C(Cl)[Cl:26].CS(Cl)(=O)=O. (4) The reactants are: [F:1][C:2]1[CH:10]=[C:9]2[C:5]([C:6]([C:11]([CH3:15])([CH3:14])[C:12]#[N:13])=[CH:7][NH:8]2)=[CH:4][CH:3]=1.[H-].[Al+3].[Li+].[H-].[H-].[H-]. Given the product [F:1][C:2]1[CH:10]=[C:9]2[C:5]([C:6]([C:11]([CH3:15])([CH3:14])[CH2:12][NH2:13])=[CH:7][NH:8]2)=[CH:4][CH:3]=1, predict the reactants needed to synthesize it. (5) The reactants are: [Cl:1][C:2]1[CH:7]=[C:6]([C:8]([F:11])([F:10])[F:9])[CH:5]=[C:4]([Cl:12])[C:3]=1[NH:13][NH2:14].[CH3:15][O:16][C:17]1[CH:24]=[C:23]([O:25][CH3:26])[CH:22]=[CH:21][C:18]=1[CH:19]=O. Given the product [Cl:1][C:2]1[CH:7]=[C:6]([C:8]([F:9])([F:11])[F:10])[CH:5]=[C:4]([Cl:12])[C:3]=1[NH:13][N:14]=[CH:19][C:18]1[CH:21]=[CH:22][C:23]([O:25][CH3:26])=[CH:24][C:17]=1[O:16][CH3:15], predict the reactants needed to synthesize it.